Dataset: Forward reaction prediction with 1.9M reactions from USPTO patents (1976-2016). Task: Predict the product of the given reaction. (1) The product is: [CH:30]([NH:29][C:28]([C:25]1[CH:24]=[CH:23][C:22]([C:18]2[CH:19]=[CH:20][CH:21]=[C:16]([CH:11]3[C:10]([CH3:34])([CH3:35])[CH2:9][C:8]4[C:13](=[CH:14][CH:15]=[C:6]([C:4]([OH:5])=[O:3])[CH:7]=4)[NH:12]3)[CH:17]=2)=[CH:27][CH:26]=1)=[O:33])([CH3:32])[CH3:31]. Given the reactants C([O:3][C:4]([C:6]1[CH:7]=[C:8]2[C:13](=[CH:14][CH:15]=1)[NH:12][CH:11]([C:16]1[CH:17]=[C:18]([C:22]3[CH:27]=[CH:26][C:25]([C:28](=[O:33])[NH:29][CH:30]([CH3:32])[CH3:31])=[CH:24][CH:23]=3)[CH:19]=[CH:20][CH:21]=1)[C:10]([CH3:35])([CH3:34])[CH2:9]2)=[O:5])C.[OH-].[Na+].Cl, predict the reaction product. (2) Given the reactants [OH:1][C:2]1[NH:3][C:4]([C:13]([OH:15])=O)=[C:5]([C:7]2[CH:12]=[CH:11][CH:10]=[CH:9][CH:8]=2)[N:6]=1.Cl.C[N:18]([CH3:27])CCCN=C=NCC.[OH2:28].O[N:30]1[C:34]2[CH:35]=[CH:36][CH:37]=[CH:38][C:33]=2N=N1.[CH2:39]([N:41](CC)[CH2:42][CH3:43])[CH3:40], predict the reaction product. The product is: [OH:1][C:2]1[NH:3][C:4]([C:13]([N:41]2[CH2:42][CH2:43][N:30]([C:34]3[CH:33]=[C:38]([CH:37]=[CH:36][CH:35]=3)[C:27]([NH2:18])=[O:28])[CH2:40][CH2:39]2)=[O:15])=[C:5]([C:7]2[CH:8]=[CH:9][CH:10]=[CH:11][CH:12]=2)[N:6]=1. (3) The product is: [CH2:1]([N:8]1[C:16]2[C:11](=[CH:12][C:13]([O:17][C:24]3[CH:23]=[CH:22][C:21]([C:26]([F:29])([F:28])[F:27])=[CH:20][C:19]=3[Cl:18])=[CH:14][CH:15]=2)[CH:10]=[CH:9]1)[C:2]1[CH:3]=[CH:4][CH:5]=[CH:6][CH:7]=1. Given the reactants [CH2:1]([N:8]1[C:16]2[C:11](=[CH:12][C:13]([OH:17])=[CH:14][CH:15]=2)[CH:10]=[CH:9]1)[C:2]1[CH:7]=[CH:6][CH:5]=[CH:4][CH:3]=1.[Cl:18][C:19]1[CH:20]=[C:21]([C:26]([F:29])([F:28])[F:27])[CH:22]=[CH:23][C:24]=1F, predict the reaction product.